Dataset: Forward reaction prediction with 1.9M reactions from USPTO patents (1976-2016). Task: Predict the product of the given reaction. (1) Given the reactants [C:1]1([C:7](=[N:14][C:15]2[CH:16]=[C:17]([C:21]([C:23]3[C:31]4[CH:30]=[N:29][CH:28]=[N:27][C:26]=4[NH:25][CH:24]=3)=[O:22])[CH:18]=[N:19][CH:20]=2)[C:8]2[CH:13]=[CH:12][CH:11]=[CH:10][CH:9]=2)[CH:6]=[CH:5][CH:4]=[CH:3][CH:2]=1.C([O-])([O-])=O.[Cs+].[Cs+].FC(F)(F)S(O[CH:44]([CH2:54][O:55][Si:56]([CH3:62])([CH3:61])[C:57]([CH3:60])([CH3:59])[CH3:58])[CH2:45][O:46][Si:47]([CH3:53])([CH3:52])[C:48]([CH3:51])([CH3:50])[CH3:49])(=O)=O, predict the reaction product. The product is: [C:1]1([C:7](=[N:14][C:15]2[CH:16]=[C:17]([C:21]([C:23]3[C:31]4[CH:30]=[N:29][CH:28]=[N:27][C:26]=4[N:25]([CH:44]([CH2:45][O:46][Si:47]([CH3:53])([CH3:52])[C:48]([CH3:51])([CH3:50])[CH3:49])[CH2:54][O:55][Si:56]([CH3:62])([CH3:61])[C:57]([CH3:60])([CH3:58])[CH3:59])[CH:24]=3)=[O:22])[CH:18]=[N:19][CH:20]=2)[C:8]2[CH:9]=[CH:10][CH:11]=[CH:12][CH:13]=2)[CH:6]=[CH:5][CH:4]=[CH:3][CH:2]=1. (2) Given the reactants C(NC(C)C)(C)C.[Li].[C:9](OC(C)(C)C)(=[O:11])[CH3:10].[F:17][C:18]([F:24])([F:23])[CH2:19][CH2:20][CH:21]=[O:22].CC(C[AlH]CC(C)C)C.C(C(C(C([O-])=O)O)O)([O-])=O.[K+].[Na+], predict the reaction product. The product is: [F:17][C:18]([F:24])([F:23])[CH2:19][CH2:20][CH:21]([OH:22])[CH2:10][CH2:9][OH:11]. (3) Given the reactants C(C1N=C(N2CCOCC2)C2N=NN(CC3C=CC(OC)=CC=3)C=2N=1)(C)(C)C.[C:29]([C:33]1[N:34]=[C:35](Cl)[C:36]2[N:41]=[N:40][N:39]([CH2:42][C:43]3[CH:48]=[CH:47][C:46]([O:49][CH3:50])=[CH:45][CH:44]=3)[C:37]=2[N:38]=1)([CH3:32])([CH3:31])[CH3:30].Cl.[F:53][C:54]1([F:61])[C:58]([F:60])([F:59])[CH2:57][NH:56][CH2:55]1, predict the reaction product. The product is: [C:29]([C:33]1[N:34]=[C:35]([N:56]2[CH2:57][C:58]([F:60])([F:59])[C:54]([F:61])([F:53])[CH2:55]2)[C:36]2[N:41]=[N:40][N:39]([CH2:42][C:43]3[CH:48]=[CH:47][C:46]([O:49][CH3:50])=[CH:45][CH:44]=3)[C:37]=2[N:38]=1)([CH3:32])([CH3:31])[CH3:30]. (4) The product is: [Cl:49][C:48]1[CH:47]=[C:46]([CH3:50])[CH:45]=[C:44]([Cl:51])[C:43]=1[O:42][CH2:41][CH2:40][O:39][C:36]1[CH:37]=[CH:38][C:33]([CH2:32][CH:22]([C:19]2[CH:20]=[CH:21][C:16]([C:7]3[CH:8]=[CH:9][CH:10]=[CH:11][C:6]=3[CH2:5][CH2:4][CH2:3][O:2][CH3:1])=[CH:17][C:18]=2[CH3:52])[CH2:23][NH:24][C:25](=[O:31])[O:26][C:27]([CH3:28])([CH3:29])[CH3:30])=[CH:34][CH:35]=1. Given the reactants [CH3:1][O:2][CH2:3][CH2:4][CH2:5][C:6]1[CH:11]=[CH:10][CH:9]=[CH:8][C:7]=1B(O)O.Br[C:16]1[CH:21]=[CH:20][C:19]([CH:22]([CH2:32][C:33]2[CH:38]=[CH:37][C:36]([O:39][CH2:40][CH2:41][O:42][C:43]3[C:48]([Cl:49])=[CH:47][C:46]([CH3:50])=[CH:45][C:44]=3[Cl:51])=[CH:35][CH:34]=2)[CH2:23][NH:24][C:25](=[O:31])[O:26][C:27]([CH3:30])([CH3:29])[CH3:28])=[C:18]([CH3:52])[CH:17]=1, predict the reaction product. (5) The product is: [OH:3][CH2:4][CH2:5][O:6][NH:7][C:8]([C:10]1[S:18][C:17]2[C:16]([F:19])=[CH:15][N:14]=[CH:13][C:12]=2[C:11]=1[NH:20][C:21]1[CH:26]=[CH:25][C:24]([I:27])=[CH:23][C:22]=1[F:28])=[O:9]. Given the reactants C([O:3][CH2:4][CH2:5][O:6][NH:7][C:8]([C:10]1[S:18][C:17]2[C:16]([F:19])=[CH:15][N:14]=[CH:13][C:12]=2[C:11]=1[NH:20][C:21]1[CH:26]=[CH:25][C:24]([I:27])=[CH:23][C:22]=1[F:28])=[O:9])=C, predict the reaction product.